Dataset: Catalyst prediction with 721,799 reactions and 888 catalyst types from USPTO. Task: Predict which catalyst facilitates the given reaction. Reactant: [C:1]1([C:7]2([C:10]3[N:15]=[C:14]4[S:16][C:17]([C:19]5[CH:20]=[C:21]6[C:26](=[CH:27][CH:28]=5)[CH2:25][NH:24][CH2:23][CH2:22]6)=[N:18][C:13]4=[CH:12][CH:11]=3)[CH2:9][CH2:8]2)[CH:6]=[CH:5][CH:4]=[CH:3][CH:2]=1.C(N(CC)CC)C.Br[CH2:37][C:38]([O:40][CH3:41])=[O:39]. Product: [C:1]1([C:7]2([C:10]3[N:15]=[C:14]4[S:16][C:17]([C:19]5[CH:20]=[C:21]6[C:26](=[CH:27][CH:28]=5)[CH2:25][N:24]([CH2:37][C:38]([O:40][CH3:41])=[O:39])[CH2:23][CH2:22]6)=[N:18][C:13]4=[CH:12][CH:11]=3)[CH2:9][CH2:8]2)[CH:2]=[CH:3][CH:4]=[CH:5][CH:6]=1. The catalyst class is: 2.